Dataset: Cav3 T-type calcium channel HTS with 100,875 compounds. Task: Binary Classification. Given a drug SMILES string, predict its activity (active/inactive) in a high-throughput screening assay against a specified biological target. (1) The molecule is O=C1N(C(=O)NC1CC(C)C)CC(=O)c1c(c([nH]c1C)C)C(OCC)=O. The result is 0 (inactive). (2) The compound is O1C2(OCC1)CCN(CC2)C(=O)C1ON\C(C1)=C1/C(=O)C=CC=C1. The result is 0 (inactive). (3) The result is 0 (inactive). The drug is Oc1c(cccc1O)C(O)=O. (4) The compound is O(C(C)(C)C)C(=O)C(NC(=O)c1[nH]cnc1C(=O)Nc1ccc(CNC(OC(C)(C)C)=O)cc1)C. The result is 0 (inactive). (5) The drug is Brc1c(Cn2c3c(nc2c2scnc2)cccc3)cc2OCOc2c1. The result is 0 (inactive). (6) The molecule is S(CCCC(=O)NCCO)c1nc2oc(c(c2c(n1)N)C)C. The result is 0 (inactive). (7) The result is 1 (active). The molecule is S(CC(=O)NC1CCCc2c1cccc2)Cc1nc(oc1C)c1ccc(OC)cc1. (8) The molecule is Clc1c(N2CCN(S(=O)(=O)CC)CC2)c([N+]([O-])=O)ccc1. The result is 0 (inactive).